The task is: Predict the product of the given reaction.. This data is from Forward reaction prediction with 1.9M reactions from USPTO patents (1976-2016). (1) Given the reactants [H-].[Na+].[Cl:3][C:4]1[C:12]2[N:11]=[C:10]3[N:13]([C:17]4[CH:22]=[CH:21][C:20]([Cl:23])=[CH:19][C:18]=4[Cl:24])[CH2:14][CH2:15][CH2:16][N:9]3[C:8]=2[C:7]([CH:25]([CH:27]2[CH2:29][CH2:28]2)[OH:26])=[CH:6][CH:5]=1.[CH3:30]I, predict the reaction product. The product is: [Cl:3][C:4]1[C:12]2[N:11]=[C:10]3[N:13]([C:17]4[CH:22]=[CH:21][C:20]([Cl:23])=[CH:19][C:18]=4[Cl:24])[CH2:14][CH2:15][CH2:16][N:9]3[C:8]=2[C:7]([CH:25]([CH:27]2[CH2:29][CH2:28]2)[O:26][CH3:30])=[CH:6][CH:5]=1. (2) Given the reactants [F:1][C:2]([F:27])([F:26])[S:3]([N:6]1[CH2:11][CH2:10][CH:9]([CH2:12][N:13]2[C:21]3[N:16]4[C:17](=[N:22][C:23]([CH3:24])=[C:15]4[C:14]2=[O:25])[CH:18]=[CH:19][CH:20]=3)[CH2:8][CH2:7]1)(=[O:5])=[O:4].[ClH:28], predict the reaction product. The product is: [ClH:28].[F:27][C:2]([F:1])([F:26])[S:3]([N:6]1[CH2:11][CH2:10][CH:9]([CH2:12][N:13]2[C:21]3[N:16]4[C:17](=[N:22][C:23]([CH3:24])=[C:15]4[C:14]2=[O:25])[CH:18]=[CH:19][CH:20]=3)[CH2:8][CH2:7]1)(=[O:4])=[O:5]. (3) Given the reactants [NH2:1][C:2]1[S:3][CH:4]=[C:5]([CH3:10])[C:6]=1[C:7]([NH2:9])=[O:8].N1C=CC=CC=1.[C:17](Cl)(=[O:19])[CH3:18], predict the reaction product. The product is: [C:17]([NH:1][C:2]1[S:3][CH:4]=[C:5]([CH3:10])[C:6]=1[C:7]([NH2:9])=[O:8])(=[O:19])[CH3:18]. (4) Given the reactants [CH:1]([C:3]1[CH:18]=[CH:17][C:6]([O:7][C:8]2[N:9]=[CH:10][C:11]([C:14]([NH2:16])=[O:15])=[N:12][CH:13]=2)=[C:5]([CH3:19])[CH:4]=1)=O.[CH3:20][C:21]([CH3:26])([CH3:25])[CH2:22][CH2:23][NH2:24].[BH4-].[Na+], predict the reaction product. The product is: [CH3:20][C:21]([CH3:26])([CH3:25])[CH2:22][CH2:23][NH:24][CH2:1][C:3]1[CH:18]=[CH:17][C:6]([O:7][C:8]2[N:9]=[CH:10][C:11]([C:14]([NH2:16])=[O:15])=[N:12][CH:13]=2)=[C:5]([CH3:19])[CH:4]=1. (5) The product is: [NH4+:3].[OH-:16].[Cl:1][C:2]1[CH:7]=[C:6]([NH:8][C@@H:9]2[CH2:10][CH2:11][C@H:12]([C:15]([N:35]3[CH2:34][CH2:33][N:32]([C:30]([O:29][C:25]([CH3:28])([CH3:27])[CH3:26])=[O:31])[CH2:37][CH2:36]3)=[O:17])[CH2:13][CH2:14]2)[C:5]([N+:18]([O-:20])=[O:19])=[CH:4][N:3]=1. Given the reactants [Cl:1][C:2]1[CH:7]=[C:6]([NH:8][C@@H:9]2[CH2:14][CH2:13][C@H:12]([C:15]([OH:17])=[O:16])[CH2:11][CH2:10]2)[C:5]([N+:18]([O-:20])=[O:19])=[CH:4][N:3]=1.S(Cl)(Cl)=O.[C:25]([O:29][C:30]([N:32]1[CH2:37][CH2:36][NH:35][CH2:34][CH2:33]1)=[O:31])([CH3:28])([CH3:27])[CH3:26].CO, predict the reaction product. (6) Given the reactants [F:1][C:2]1[CH:9]=[CH:8][C:5]([CH2:6][NH2:7])=[CH:4][CH:3]=1.[CH3:10][C:11]1[CH:16]=[C:15]([C:17]2[C:25]3[C:20](=[CH:21][C:22]([N+:29]([O-:31])=[O:30])=[C:23]([CH2:26][CH:27]=O)[CH:24]=3)[N:19]([C:32]([C:45]3[CH:50]=[CH:49][CH:48]=[CH:47][CH:46]=3)([C:39]3[CH:44]=[CH:43][CH:42]=[CH:41][CH:40]=3)[C:33]3[CH:38]=[CH:37][CH:36]=[CH:35][CH:34]=3)[N:18]=2)[CH:14]=[CH:13][N:12]=1.C(O[BH-](OC(=O)C)OC(=O)C)(=O)C.[Na+], predict the reaction product. The product is: [F:1][C:2]1[CH:9]=[CH:8][C:5]([CH2:6][NH:7][CH2:27][CH2:26][C:23]2[CH:24]=[C:25]3[C:20](=[CH:21][C:22]=2[N+:29]([O-:31])=[O:30])[N:19]([C:32]([C:33]2[CH:34]=[CH:35][CH:36]=[CH:37][CH:38]=2)([C:39]2[CH:44]=[CH:43][CH:42]=[CH:41][CH:40]=2)[C:45]2[CH:46]=[CH:47][CH:48]=[CH:49][CH:50]=2)[N:18]=[C:17]3[C:15]2[CH:14]=[CH:13][N:12]=[C:11]([CH3:10])[CH:16]=2)=[CH:4][CH:3]=1. (7) Given the reactants [Na+].[I-:2].CNCCNC.Br[C:10]1[CH:15]=[CH:14][C:13]([NH:16][CH2:17][CH2:18][N:19]2[CH2:24][CH2:23][CH:22]([CH3:25])[CH2:21][CH2:20]2)=[C:12]([CH3:26])[CH:11]=1, predict the reaction product. The product is: [I:2][C:10]1[CH:15]=[CH:14][C:13]([NH:16][CH2:17][CH2:18][N:19]2[CH2:24][CH2:23][CH:22]([CH3:25])[CH2:21][CH2:20]2)=[C:12]([CH3:26])[CH:11]=1. (8) Given the reactants [C:1]([O:9][C@@H:10]1[C@H:14]([O:15][C:16](=[O:23])[C:17]2[CH:22]=[CH:21][CH:20]=[CH:19][CH:18]=2)[C@@H:13]([C:24]([NH:26][CH2:27][CH3:28])=[O:25])[O:12][C@H:11]1[N:29]1[CH:37]=[N:36][C:35]2[C:30]1=[N:31][C:32]([I:39])=[N:33][C:34]=2Cl)(=[O:8])[C:2]1[CH:7]=[CH:6][CH:5]=[CH:4][CH:3]=1.[CH3:40][C:41]1[CH:42]=[C:43]([CH:47]([C:50]2[CH:55]=[CH:54][CH:53]=[C:52]([CH3:56])[CH:51]=2)[CH2:48][NH2:49])[CH:44]=[CH:45][CH:46]=1, predict the reaction product. The product is: [C:1]([O:9][C@@H:10]1[C@H:14]([O:15][C:16](=[O:23])[C:17]2[CH:22]=[CH:21][CH:20]=[CH:19][CH:18]=2)[C@@H:13]([C:24]([NH:26][CH2:27][CH3:28])=[O:25])[O:12][C@H:11]1[N:29]1[CH:37]=[N:36][C:35]2[C:30]1=[N:31][C:32]([I:39])=[N:33][C:34]=2[NH:49][CH2:48][CH:47]([C:43]1[CH:44]=[CH:45][CH:46]=[C:41]([CH3:40])[CH:42]=1)[C:50]1[CH:55]=[CH:54][CH:53]=[C:52]([CH3:56])[CH:51]=1)(=[O:8])[C:2]1[CH:7]=[CH:6][CH:5]=[CH:4][CH:3]=1.